From a dataset of Peptide-MHC class I binding affinity with 185,985 pairs from IEDB/IMGT. Regression. Given a peptide amino acid sequence and an MHC pseudo amino acid sequence, predict their binding affinity value. This is MHC class I binding data. (1) The peptide sequence is FQPYNGQFI. The MHC is H-2-Db with pseudo-sequence H-2-Db. The binding affinity (normalized) is 0.194. (2) The peptide sequence is APGWLIWTY. The MHC is HLA-A26:01 with pseudo-sequence HLA-A26:01. The binding affinity (normalized) is 0. (3) The peptide sequence is RAIEAQQHL. The MHC is HLA-B18:01 with pseudo-sequence HLA-B18:01. The binding affinity (normalized) is 0. (4) The peptide sequence is ERLAIRGSL. The MHC is HLA-B14:02 with pseudo-sequence HLA-B14:02. The binding affinity (normalized) is 0.579.